Task: Predict the reaction yield, written as a fraction of the theoretical maximum amount of product (1.0 means a 100% yield; for example, 0.34 means a 34% yield).. Dataset: Reaction yield outcomes from USPTO patents with 853,638 reactions (1) The reactants are [Cl:1][C:2]1[N:3]=[C:4]([N:17]2[CH2:22][CH2:21][O:20][CH2:19][CH2:18]2)[C:5]2[O:10][C:9]3[N:11]=[CH:12][C:13]([CH:15]=O)=[CH:14][C:8]=3[C:6]=2[N:7]=1.[CH3:23][O:24][CH2:25][CH2:26][N:27]1[CH2:32][CH2:31][NH:30][CH2:29][CH2:28]1.[BH-](OC(C)=O)(OC(C)=O)OC(C)=O.[Na+].[BH3-]C#N.[Na+]. The product is [Cl:1][C:2]1[N:3]=[C:4]([N:17]2[CH2:18][CH2:19][O:20][CH2:21][CH2:22]2)[C:5]2[O:10][C:9]3[N:11]=[CH:12][C:13]([CH2:15][N:30]4[CH2:31][CH2:32][N:27]([CH2:26][CH2:25][O:24][CH3:23])[CH2:28][CH2:29]4)=[CH:14][C:8]=3[C:6]=2[N:7]=1. The yield is 0.320. The catalyst is C(Cl)Cl.CO.O.CCOC(C)=O. (2) The reactants are [CH3:1][O:2][C:3](=[O:12])[C:4]1[CH:9]=[CH:8][C:7]([CH:10]=[O:11])=[CH:6][CH:5]=1.[CH2:13]([Mg]Cl)[CH:14]([CH3:16])[CH3:15]. The catalyst is O1CCCC1. The product is [OH:11][CH:10]([C:7]1[CH:8]=[CH:9][C:4]([C:3]([O:2][CH3:1])=[O:12])=[CH:5][CH:6]=1)[CH2:13][CH:14]([CH3:16])[CH3:15]. The yield is 0.190. (3) The reactants are Cl[C:2]1[C:3]([NH2:11])=[C:4]2[C:8](=[CH:9][CH:10]=1)[NH:7][N:6]=[CH:5]2.[CH3:12]O. The catalyst is [Pd]. The product is [CH3:12][C:2]1[C:3]([NH2:11])=[C:4]2[C:8](=[CH:9][CH:10]=1)[NH:7][N:6]=[CH:5]2. The yield is 0.0600. (4) The product is [I:1][C:4]1[N:9]=[C:8]([CH3:10])[CH:7]=[C:6]([CH3:11])[N:5]=1. The yield is 0.0830. The reactants are [IH:1].O.Cl[C:4]1[N:9]=[C:8]([CH3:10])[CH:7]=[C:6]([CH3:11])[N:5]=1.C([O-])([O-])=O.[K+].[K+]. No catalyst specified. (5) The catalyst is CO. The product is [CH:12]1([N:4]2[CH:8]=[C:7]([N+:9]([O-:11])=[O:10])[N:6]=[CH:5]2)[CH2:15][CH2:14][CH2:13]1. The yield is 0.920. The reactants are [N+]([N:4]1[CH:8]=[C:7]([N+:9]([O-:11])=[O:10])[N:6]=[CH:5]1)([O-])=O.[CH:12]1(N)[CH2:15][CH2:14][CH2:13]1. (6) The reactants are [CH3:1][C:2]1([CH:5]([C:7]2[CH:8]=[N:9][CH:10]=[CH:11][CH:12]=2)[OH:6])[CH2:4][CH2:3]1.[Cl:13][C:14]1[C:23](Cl)=[N:22][C:21]2[C:16](=[CH:17][CH:18]=[CH:19][CH:20]=2)[N:15]=1.[H-].[Na+].[Cl-].[NH4+]. The catalyst is C1COCC1.O. The product is [Cl:13][C:14]1[C:23]([O:6][CH:5]([C:2]2([CH3:1])[CH2:4][CH2:3]2)[C:7]2[CH:8]=[N:9][CH:10]=[CH:11][CH:12]=2)=[N:22][C:21]2[C:16](=[CH:17][CH:18]=[CH:19][CH:20]=2)[N:15]=1. The yield is 0.570. (7) The reactants are [CH:1]([O:4][C:5]([N:7]1[CH2:12][CH2:11][CH:10]([O:13][C:14]2[C:19]([O:20][CH3:21])=[C:18]([NH:22][C:23]3[C:24]([CH3:33])=[N:25][C:26]([CH2:29][C:30](O)=[O:31])=[CH:27][CH:28]=3)[N:17]=[CH:16][N:15]=2)[CH2:9][CH2:8]1)=[O:6])([CH3:3])[CH3:2].[H-].[Al+3].[Li+].[H-].[H-].[H-]. The catalyst is C1COCC1. The product is [CH:1]([O:4][C:5]([N:7]1[CH2:12][CH2:11][CH:10]([O:13][C:14]2[C:19]([O:20][CH3:21])=[C:18]([NH:22][C:23]3[C:24]([CH3:33])=[N:25][C:26]([CH2:29][CH2:30][OH:31])=[CH:27][CH:28]=3)[N:17]=[CH:16][N:15]=2)[CH2:9][CH2:8]1)=[O:6])([CH3:2])[CH3:3]. The yield is 0.190.